Predict the reaction yield, written as a fraction of the theoretical maximum amount of product (1.0 means a 100% yield; for example, 0.34 means a 34% yield). From a dataset of Reaction yield outcomes from USPTO patents with 853,638 reactions. (1) The reactants are Br[C:2]1[C:3]([O:27][C:28]2[C:29]([CH3:34])=[N:30][CH:31]=[CH:32][CH:33]=2)=[CH:4][C:5]([NH:8][C:9]2[S:10][CH:11]=[C:12]([CH:14]3[CH2:19][CH2:18][N:17]([C:20]([O:22][C:23]([CH3:26])([CH3:25])[CH3:24])=[O:21])[CH2:16][CH2:15]3)[N:13]=2)=[N:6][CH:7]=1.CC1(C)C2C(=C(P(C3C=CC=CC=3)C3C=CC=CC=3)C=CC=2)OC2C(P(C3C=CC=CC=3)C3C=CC=CC=3)=CC=CC1=2.[O-]P([O-])([O-])=O.[K+].[K+].[K+].[CH3:85][O:86][C:87]1[CH:88]=[C:89]([SH:93])[CH:90]=[CH:91][CH:92]=1. The catalyst is C1(C)C=CC=CC=1.C1C=CC(/C=C/C(/C=C/C2C=CC=CC=2)=O)=CC=1.C1C=CC(/C=C/C(/C=C/C2C=CC=CC=2)=O)=CC=1.C1C=CC(/C=C/C(/C=C/C2C=CC=CC=2)=O)=CC=1.[Pd].[Pd]. The product is [CH3:85][O:86][C:87]1[CH:88]=[C:89]([S:93][C:2]2[C:3]([O:27][C:28]3[C:29]([CH3:34])=[N:30][CH:31]=[CH:32][CH:33]=3)=[CH:4][C:5]([NH:8][C:9]3[S:10][CH:11]=[C:12]([CH:14]4[CH2:19][CH2:18][N:17]([C:20]([O:22][C:23]([CH3:26])([CH3:25])[CH3:24])=[O:21])[CH2:16][CH2:15]4)[N:13]=3)=[N:6][CH:7]=2)[CH:90]=[CH:91][CH:92]=1. The yield is 0.510. (2) The reactants are [CH3:1][O:2][C:3]1[CH:15]=[C:14]([O:16][CH3:17])[CH:13]=[CH:12][C:4]=1[CH2:5][NH:6][C:7]1[S:11][N:10]=[CH:9][N:8]=1.C[Si]([N-][Si](C)(C)C)(C)C.[Li+].[F:28][C:29]1[CH:30]=[C:31]([S:37](Cl)(=[O:39])=[O:38])[CH:32]=[C:33]([F:36])[C:34]=1[F:35]. The catalyst is O1CCCC1.C(OCC)(=O)C. The product is [CH3:1][O:2][C:3]1[CH:15]=[C:14]([O:16][CH3:17])[CH:13]=[CH:12][C:4]=1[CH2:5][N:6]([C:7]1[S:11][N:10]=[CH:9][N:8]=1)[S:37]([C:31]1[CH:30]=[C:29]([F:28])[C:34]([F:35])=[C:33]([F:36])[CH:32]=1)(=[O:39])=[O:38]. The yield is 0.530.